Dataset: NCI-60 drug combinations with 297,098 pairs across 59 cell lines. Task: Regression. Given two drug SMILES strings and cell line genomic features, predict the synergy score measuring deviation from expected non-interaction effect. (1) Drug 1: CC1=CC2C(CCC3(C2CCC3(C(=O)C)OC(=O)C)C)C4(C1=CC(=O)CC4)C. Drug 2: C1CN(P(=O)(OC1)NCCCl)CCCl. Cell line: MDA-MB-435. Synergy scores: CSS=-2.12, Synergy_ZIP=3.00, Synergy_Bliss=2.13, Synergy_Loewe=-2.56, Synergy_HSA=-2.96. (2) Drug 1: C1=CC(=CC=C1CCC2=CNC3=C2C(=O)NC(=N3)N)C(=O)NC(CCC(=O)O)C(=O)O. Drug 2: CC1C(C(CC(O1)OC2CC(OC(C2O)C)OC3=CC4=CC5=C(C(=O)C(C(C5)C(C(=O)C(C(C)O)O)OC)OC6CC(C(C(O6)C)O)OC7CC(C(C(O7)C)O)OC8CC(C(C(O8)C)O)(C)O)C(=C4C(=C3C)O)O)O)O. Cell line: TK-10. Synergy scores: CSS=36.2, Synergy_ZIP=1.99, Synergy_Bliss=-0.544, Synergy_Loewe=-9.60, Synergy_HSA=-0.566. (3) Drug 1: C1=CC(=C2C(=C1NCCNCCO)C(=O)C3=C(C=CC(=C3C2=O)O)O)NCCNCCO. Drug 2: CC(C1=C(C=CC(=C1Cl)F)Cl)OC2=C(N=CC(=C2)C3=CN(N=C3)C4CCNCC4)N. Cell line: T-47D. Synergy scores: CSS=32.2, Synergy_ZIP=-5.99, Synergy_Bliss=-0.476, Synergy_Loewe=-18.7, Synergy_HSA=-1.79. (4) Drug 1: C1CC(=O)NC(=O)C1N2CC3=C(C2=O)C=CC=C3N. Drug 2: CCC1=C2CN3C(=CC4=C(C3=O)COC(=O)C4(CC)O)C2=NC5=C1C=C(C=C5)O. Cell line: SF-295. Synergy scores: CSS=26.6, Synergy_ZIP=-2.80, Synergy_Bliss=-1.20, Synergy_Loewe=2.10, Synergy_HSA=2.31. (5) Drug 1: C1=CC(=CC=C1CCC2=CNC3=C2C(=O)NC(=N3)N)C(=O)NC(CCC(=O)O)C(=O)O. Drug 2: CCC1=C2CN3C(=CC4=C(C3=O)COC(=O)C4(CC)O)C2=NC5=C1C=C(C=C5)O. Cell line: SF-539. Synergy scores: CSS=51.2, Synergy_ZIP=-1.49, Synergy_Bliss=-1.68, Synergy_Loewe=-0.741, Synergy_HSA=3.08.